Dataset: Full USPTO retrosynthesis dataset with 1.9M reactions from patents (1976-2016). Task: Predict the reactants needed to synthesize the given product. (1) Given the product [OH:1][C:2]1[C:11]2[C:6](=[CH:7][CH:8]=[C:9]([CH2:12][CH2:13][C:14]#[N:15])[CH:10]=2)[N:5]=[CH:4][CH:3]=1, predict the reactants needed to synthesize it. The reactants are: [OH:1][C:2]1[C:11]2[C:6](=[CH:7][CH:8]=[C:9](/[CH:12]=[CH:13]/[C:14]#[N:15])[CH:10]=2)[N:5]=[CH:4][CH:3]=1.C(N(CC)CC)C. (2) Given the product [CH3:35][O:34][C:23]1[CH:22]=[C:21]([O:20][CH:17]2[CH2:18][CH2:19][N:14]([CH3:12])[CH2:15][CH2:16]2)[CH:26]=[CH:25][C:24]=1[C:27]1[N:28]=[C:29]([NH2:33])[CH:30]=[CH:31][CH:32]=1, predict the reactants needed to synthesize it. The reactants are: [H-].[Al+3].[Li+].[H-].[H-].[H-].C(O[C:12]([N:14]1[CH2:19][CH2:18][CH:17]([O:20][C:21]2[CH:26]=[CH:25][C:24]([C:27]3[CH:32]=[CH:31][CH:30]=[C:29]([NH2:33])[N:28]=3)=[C:23]([O:34][CH3:35])[CH:22]=2)[CH2:16][CH2:15]1)=O)(C)(C)C.C(OC(N1CCC(OC2C=CC(C3C=CC=C(N)N=3)=C(OC)C=2)C1)=O)(C)(C)C.[NH4+].[OH-].